From a dataset of Peptide-MHC class II binding affinity with 134,281 pairs from IEDB. Regression. Given a peptide amino acid sequence and an MHC pseudo amino acid sequence, predict their binding affinity value. This is MHC class II binding data. (1) The peptide sequence is IDLSIQNYHTFLIYI. The MHC is DRB1_0701 with pseudo-sequence DRB1_0701. The binding affinity (normalized) is 0.297. (2) The peptide sequence is GDVVAVDIKEKGKDK. The MHC is DRB1_0301 with pseudo-sequence DRB1_0301. The binding affinity (normalized) is 0.638. (3) The peptide sequence is EKKPFAATQFEPLAA. The MHC is HLA-DQA10501-DQB10201 with pseudo-sequence HLA-DQA10501-DQB10201. The binding affinity (normalized) is 0.334. (4) The peptide sequence is SWIQSIPFVHLGHRD. The MHC is DRB3_0202 with pseudo-sequence DRB3_0202. The binding affinity (normalized) is 0.366. (5) The peptide sequence is NQLTYVVIAILTLVA. The MHC is DRB1_0701 with pseudo-sequence DRB1_0701. The binding affinity (normalized) is 0.128. (6) The peptide sequence is EDFREFSRAKGLNQEI. The MHC is DRB1_1301 with pseudo-sequence DRB1_1301. The binding affinity (normalized) is 0. (7) The peptide sequence is RGKMDVSGVQAPVGA. The MHC is HLA-DQA10501-DQB10301 with pseudo-sequence HLA-DQA10501-DQB10301. The binding affinity (normalized) is 0.422. (8) The peptide sequence is DHTNFKYNYSVIEGG. The MHC is DRB1_0802 with pseudo-sequence DRB1_0802. The binding affinity (normalized) is 0.346. (9) The peptide sequence is LSPLSNMVSMANNHM. The MHC is HLA-DPA10103-DPB10301 with pseudo-sequence HLA-DPA10103-DPB10301. The binding affinity (normalized) is 0.301.